This data is from Full USPTO retrosynthesis dataset with 1.9M reactions from patents (1976-2016). The task is: Predict the reactants needed to synthesize the given product. (1) Given the product [C:11]([O:15][C:16](=[O:37])[NH:17][CH:18]([C:28]([N:30]1[CH2:35][CH2:34][CH:33]([CH3:36])[CH2:32][CH2:31]1)=[O:29])[CH2:10][CH2:7][C:3]1[CH:2]=[N:1][CH:6]=[CH:5][CH:4]=1)([CH3:14])([CH3:12])[CH3:13], predict the reactants needed to synthesize it. The reactants are: [N:1]1[CH:6]=[CH:5][CH:4]=[C:3]([CH:7]([CH3:10])C=O)[CH:2]=1.[C:11]([O:15][C:16](=[O:37])[NH:17][CH:18]([C:28]([N:30]1[CH2:35][CH2:34][CH:33]([CH3:36])[CH2:32][CH2:31]1)=[O:29])CCC1C=CC=CC=1Cl)([CH3:14])([CH3:13])[CH3:12].ClC1C=CC=CC=1C=CC=O. (2) Given the product [CH3:10][O:11][C:12]1[CH:17]=[CH:16][C:15]([C@H:18]([N:20]2[C:5](=[O:7])[CH2:4][C@@H:2]([C:1]([OH:9])=[O:8])[CH2:3]2)[CH3:19])=[CH:14][CH:13]=1, predict the reactants needed to synthesize it. The reactants are: [C:1]([OH:9])(=[O:8])[C:2]([CH2:4][C:5]([OH:7])=O)=[CH2:3].[CH3:10][O:11][C:12]1[CH:17]=[CH:16][C:15]([C@H:18]([NH2:20])[CH3:19])=[CH:14][CH:13]=1.O. (3) Given the product [Cl:25][C:22]1[CH:23]=[CH:24][C:19]([NH:18][C:16](=[O:17])[C@@H:15]([O:26][C:27]2[N:32]=[CH:31][N:30]=[C:29]3[N:33]([C:36]4[C:41]([Cl:42])=[CH:40][CH:39]=[CH:38][N:37]=4)[N:34]=[CH:35][C:28]=23)[CH2:14][O:13][C@@H:11]([CH3:12])[CH2:10][OH:9])=[N:20][CH:21]=1, predict the reactants needed to synthesize it. The reactants are: Cl.[Si]([O:9][CH2:10][C@@H:11]([O:13][CH2:14][C@H:15]([O:26][C:27]1[N:32]=[CH:31][N:30]=[C:29]2[N:33]([C:36]3[C:41]([Cl:42])=[CH:40][CH:39]=[CH:38][N:37]=3)[N:34]=[CH:35][C:28]=12)[C:16]([NH:18][C:19]1[CH:24]=[CH:23][C:22]([Cl:25])=[CH:21][N:20]=1)=[O:17])[CH3:12])(C(C)(C)C)(C)C. (4) The reactants are: [CH2:1]([N:5]1[C:10]2=[CH:11][NH:12][CH:13]=[C:9]2[C:8](=[O:14])[N:7]([CH3:15])[C:6]1=[O:16])[CH:2]([CH3:4])[CH3:3].Cl[CH2:18][C:19]1[CH:24]=[CH:23][C:22]([C:25]2[CH:30]=[CH:29][CH:28]=[C:27]([F:31])[N:26]=2)=[CH:21][CH:20]=1.C(=O)([O-])[O-].[Cs+].[Cs+]. Given the product [F:31][C:27]1[N:26]=[C:25]([C:22]2[CH:21]=[CH:20][C:19]([CH2:18][N:12]3[CH:13]=[C:9]4[C:10]([N:5]([CH2:1][CH:2]([CH3:4])[CH3:3])[C:6](=[O:16])[N:7]([CH3:15])[C:8]4=[O:14])=[CH:11]3)=[CH:24][CH:23]=2)[CH:30]=[CH:29][CH:28]=1, predict the reactants needed to synthesize it. (5) Given the product [CH3:19][C:18]1([CH3:20])[O:9][C:10]2=[N:11][CH:12]=[CH:13][CH:14]=[C:15]2[C:16](=[O:21])[CH2:17]1, predict the reactants needed to synthesize it. The reactants are: C[Si](Cl)(C)C.[I-].[Na+].C[O:9][C:10]1[C:15]([C:16](=[O:21])[CH:17]=[C:18]([CH3:20])[CH3:19])=[CH:14][CH:13]=[CH:12][N:11]=1.O.